From a dataset of Catalyst prediction with 721,799 reactions and 888 catalyst types from USPTO. Predict which catalyst facilitates the given reaction. Product: [CH3:1][O:2][C:3]1[CH:4]=[C:5]2[C:9](=[CH:10][CH:11]=1)[N:8]([C:22]([O:21][C:18]([CH3:20])([CH3:19])[CH3:17])=[O:23])[C:7]([CH3:12])=[C:6]2[CH2:13][C:14]([O:16][CH3:32])=[O:15]. The catalyst class is: 142. Reactant: [CH3:1][O:2][C:3]1[CH:4]=[C:5]2[C:9](=[CH:10][CH:11]=1)[NH:8][C:7]([CH3:12])=[C:6]2[CH2:13][C:14]([OH:16])=[O:15].[CH3:17][C:18]([O:21][C:22](O[C:22]([O:21][C:18]([CH3:20])([CH3:19])[CH3:17])=[O:23])=[O:23])([CH3:20])[CH3:19].[CH3:32]O.